Task: Predict the reaction yield, written as a fraction of the theoretical maximum amount of product (1.0 means a 100% yield; for example, 0.34 means a 34% yield).. Dataset: Reaction yield outcomes from USPTO patents with 853,638 reactions (1) The reactants are [Br:1][C:2]1[CH:10]=[C:6]([C:7]([OH:9])=O)[C:5]([OH:11])=[CH:4][CH:3]=1.[CH3:12][O:13][C:14](=[O:28])[CH2:15][C:16]1[S:20][C:19]([NH2:21])=[N:18][C:17]=1[C:22]1[CH:27]=[CH:26][CH:25]=[CH:24][CH:23]=1. No catalyst specified. The product is [CH3:12][O:13][C:14](=[O:28])[CH2:15][C:16]1[S:20][C:19]([NH:21][C:7](=[O:9])[C:6]2[CH:10]=[C:2]([Br:1])[CH:3]=[CH:4][C:5]=2[OH:11])=[N:18][C:17]=1[C:22]1[CH:27]=[CH:26][CH:25]=[CH:24][CH:23]=1. The yield is 0.321. (2) The reactants are [NH2:1][C@@H:2]([CH2:7][C:8]1[CH:13]=[CH:12][C:11]([C:14]#[N:15])=[CH:10][CH:9]=1)[C:3]([O:5][CH3:6])=[O:4].CCN(C(C)C)C(C)C.[C:25]([C:29]1[CH:37]=[CH:36][C:32]([C:33](Cl)=[O:34])=[CH:31][CH:30]=1)([CH3:28])([CH3:27])[CH3:26]. The catalyst is C(Cl)Cl. The product is [C:25]([C:29]1[CH:30]=[CH:31][C:32]([C:33]([NH:1][C@@H:2]([CH2:7][C:8]2[CH:9]=[CH:10][C:11]([C:14]#[N:15])=[CH:12][CH:13]=2)[C:3]([O:5][CH3:6])=[O:4])=[O:34])=[CH:36][CH:37]=1)([CH3:28])([CH3:26])[CH3:27]. The yield is 0.880. (3) The reactants are [Cl:1][C:2]1[CH:3]=[C:4]([CH:8]=[C:9]([O:11][CH:12]([F:14])[F:13])[CH:10]=1)[C:5]([OH:7])=O.C(Cl)(=O)C(Cl)=O.[CH3:21][NH:22][O:23][CH3:24].C(N(CC)CC)C. The catalyst is C(Cl)Cl.CN(C=O)C. The product is [Cl:1][C:2]1[CH:3]=[C:4]([CH:8]=[C:9]([O:11][CH:12]([F:14])[F:13])[CH:10]=1)[C:5]([N:22]([O:23][CH3:24])[CH3:21])=[O:7]. The yield is 0.930. (4) The reactants are [NH2:1][C:2]1[CH:7]=[CH:6][C:5]([S:8]([C:11]2[CH:12]=[C:13]([C:18]([NH2:20])=[O:19])[S:14][C:15]=2[S:16][CH3:17])(=[O:10])=[O:9])=[CH:4][C:3]=1Br.[CH3:22][C:23]1[CH:28]=[CH:27][CH:26]=[CH:25][C:24]=1B(O)O.C([O-])([O-])=O.[Na+].[Na+]. The catalyst is C1C=CC([P]([Pd]([P](C2C=CC=CC=2)(C2C=CC=CC=2)C2C=CC=CC=2)([P](C2C=CC=CC=2)(C2C=CC=CC=2)C2C=CC=CC=2)[P](C2C=CC=CC=2)(C2C=CC=CC=2)C2C=CC=CC=2)(C2C=CC=CC=2)C2C=CC=CC=2)=CC=1. The product is [NH2:1][C:2]1[C:3]([C:24]2[CH:25]=[CH:26][CH:27]=[CH:28][C:23]=2[CH3:22])=[CH:4][C:5]([S:8]([C:11]2[CH:12]=[C:13]([C:18]([NH2:20])=[O:19])[S:14][C:15]=2[S:16][CH3:17])(=[O:10])=[O:9])=[CH:6][CH:7]=1. The yield is 0.560. (5) The reactants are C(O[NH:9][CH:10]1[CH2:19][CH2:18][CH2:17][C:16]2[N:15]=[C:14]([O:20][CH2:21][C:22]3[CH:27]=[CH:26][CH:25]=[CH:24][CH:23]=3)[CH:13]=[CH:12][C:11]1=2)C1C=CC=CC=1.B.O. The catalyst is C1COCC1. The product is [CH2:21]([O:20][C:14]1[CH:13]=[CH:12][C:11]2[CH:10]([NH2:9])[CH2:19][CH2:18][CH2:17][C:16]=2[N:15]=1)[C:22]1[CH:23]=[CH:24][CH:25]=[CH:26][CH:27]=1. The yield is 0.890. (6) The reactants are C(=O)([O-])[O-].[K+].[K+].I[CH2:8][CH3:9].[C:10]([C:14]1[CH:15]=[CH:16][C:17]([OH:23])=[C:18]([CH:22]=1)[C:19]([OH:21])=[O:20])([CH3:13])([CH3:12])[CH3:11].[CH3:24][C:25](=O)CC. No catalyst specified. The product is [C:10]([C:14]1[CH:15]=[CH:16][C:17]([O:23][CH2:8][CH3:9])=[C:18]([CH:22]=1)[C:19]([O:21][CH2:24][CH3:25])=[O:20])([CH3:13])([CH3:11])[CH3:12]. The yield is 0.810. (7) The reactants are [CH3:1][CH:2]1[C:7]2[N:8]=[CH:9][N:10]=[C:11]([C:12]3[N:16](C4CCCCO4)[N:15]=[CH:14][CH:13]=3)[C:6]=2[CH2:5][CH2:4][NH:3]1.[Cl:23][C:24]1[C:32]([C:33]([F:36])([F:35])[F:34])=[C:31]([F:37])[CH:30]=[CH:29][C:25]=1[C:26](O)=[O:27].CCN=C=NCCCN(C)C.C1C=CC2N(O)N=NC=2C=1.C(O)(C(F)(F)F)=O.C([SiH](CC)CC)C. The catalyst is C(Cl)Cl. The product is [Cl:23][C:24]1[C:32]([C:33]([F:35])([F:36])[F:34])=[C:31]([F:37])[CH:30]=[CH:29][C:25]=1[C:26]([N:3]1[CH2:4][CH2:5][C:6]2[C:11]([C:12]3[NH:16][N:15]=[CH:14][CH:13]=3)=[N:10][CH:9]=[N:8][C:7]=2[CH:2]1[CH3:1])=[O:27]. The yield is 0.660.